From a dataset of Ames mutagenicity test results for genotoxicity prediction. Regression/Classification. Given a drug SMILES string, predict its toxicity properties. Task type varies by dataset: regression for continuous values (e.g., LD50, hERG inhibition percentage) or binary classification for toxic/non-toxic outcomes (e.g., AMES mutagenicity, cardiotoxicity, hepatotoxicity). Dataset: ames. The molecule is C=C(C)C(=O)OCCCC. The result is 0 (non-mutagenic).